From a dataset of Catalyst prediction with 721,799 reactions and 888 catalyst types from USPTO. Predict which catalyst facilitates the given reaction. (1) Reactant: [C:1]([CH2:3][C:4]([NH2:6])=[O:5])#[N:2].C(O[K])(C)(C)C.[Si:13]([O:20][CH2:21][C:22]#[C:23][C:24](=O)[CH3:25])([C:16]([CH3:19])([CH3:18])[CH3:17])([CH3:15])[CH3:14]. Product: [Si:13]([O:20][CH2:21][C:22]1[CH:23]=[C:24]([CH3:25])[NH:6][C:4](=[O:5])[C:3]=1[C:1]#[N:2])([C:16]([CH3:17])([CH3:18])[CH3:19])([CH3:15])[CH3:14]. The catalyst class is: 16. (2) Reactant: [CH2:1]1[C:9]2[C:4](=[CH:5][CH:6]=[CH:7][CH:8]=2)[CH2:3][CH:2]1[C:10](=O)[CH3:11].[CH:13]1([NH2:16])[CH2:15][CH2:14]1.C(O)(=O)C.C([BH3-])#N.[Na+]. Product: [CH2:1]1[C:9]2[C:4](=[CH:5][CH:6]=[CH:7][CH:8]=2)[CH2:3][CH:2]1[CH:10]([NH:16][CH:13]1[CH2:15][CH2:14]1)[CH3:11]. The catalyst class is: 5.